This data is from Catalyst prediction with 721,799 reactions and 888 catalyst types from USPTO. The task is: Predict which catalyst facilitates the given reaction. (1) Reactant: Cl[C:2]1[CH:3]=[C:4]([C:9]2[N:13]3[C:14]4[N:22]=[C:21]([O:23][CH3:24])[CH:20]=[CH:19][C:15]=4[N:16]=[C:17]([CH3:18])[C:12]3=[C:11]([CH3:25])[N:10]=2)[CH:5]=[C:6](Cl)[CH:7]=1.[CH3:26]C1C=C(B(O)O)C=CC=1.C([O-])([O-])=O.[K+].[K+]. Product: [CH3:24][O:23][C:21]1[CH:20]=[CH:19][C:15]2[N:16]=[C:17]([CH3:18])[C:12]3[N:13]([C:9]([C:4]4[CH:5]=[CH:6][CH:7]=[C:2]([CH3:26])[CH:3]=4)=[N:10][C:11]=3[CH3:25])[C:14]=2[N:22]=1. The catalyst class is: 73. (2) Reactant: C(O[C:6](=[O:25])[NH:7][C@H:8]([CH:13]([C:15](=[O:24])[NH:16][CH2:17][C:18]1[CH:23]=[CH:22][CH:21]=[CH:20][CH:19]=1)[OH:14])[CH2:9][CH2:10][CH2:11][CH3:12])(C)(C)C.FC(F)(F)C(O)=O.[NH:33]1[C:41]2[C:36](=[CH:37][CH:38]=[CH:39][CH:40]=2)[C:35]([CH2:42][C@H:43]([NH:47][C:48](=[O:61])[C@@H:49]([NH:51][C:52](=[O:60])[CH2:53][N:54]2[CH2:59][CH2:58][O:57][CH2:56][CH2:55]2)[CH3:50])C(O)=O)=[CH:34]1.C(N(CC)C(C)C)(C)C.CN(C(ON1N=NC2C=CC=NC1=2)=[N+](C)C)C.F[P-](F)(F)(F)(F)F. Product: [CH2:17]([NH:16][C:15](=[O:24])[C@@H:13]([OH:14])[CH:8]([NH:7][C:6](=[O:25])[C@@H:43]([NH:47][C:48](=[O:61])[C@@H:49]([NH:51][C:52](=[O:60])[CH2:53][N:54]1[CH2:59][CH2:58][O:57][CH2:56][CH2:55]1)[CH3:50])[CH2:42][C:35]1[C:36]2[C:41](=[CH:40][CH:39]=[CH:38][CH:37]=2)[NH:33][CH:34]=1)[CH2:9][CH2:10][CH2:11][CH3:12])[C:18]1[CH:19]=[CH:20][CH:21]=[CH:22][CH:23]=1. The catalyst class is: 4. (3) Reactant: [C:1]1([CH:7]([C:13](OCC)=[O:14])[C:8](OCC)=[O:9])[CH:6]=[CH:5][CH:4]=[CH:3][CH:2]=1.O.P([O-])(O)(O)=O.[Na+].[BH4-].[Na+]. Product: [C:1]1([CH:7]([CH2:8][OH:9])[CH2:13][OH:14])[CH:6]=[CH:5][CH:4]=[CH:3][CH:2]=1. The catalyst class is: 8. (4) Reactant: [C:1]([O:5][C:6]([NH:8][CH2:9][C:10]1[N:11]([CH2:29][CH:30]([CH3:32])[CH3:31])[C:12](=[O:28])[C:13]2[C:18]([C:19]=1[O:20][CH2:21][CH2:22][CH2:23][CH3:24])=[CH:17][C:16]([C:25]([NH2:27])=O)=[CH:15][CH:14]=2)=[O:7])([CH3:4])([CH3:3])[CH3:2].COC1C=CC(P2(SP(C3C=CC(OC)=CC=3)(=S)S2)=[S:42])=CC=1. Product: [NH2:27][C:25]([C:16]1[CH:17]=[C:18]2[C:13](=[CH:14][CH:15]=1)[C:12](=[O:28])[N:11]([CH2:29][CH:30]([CH3:32])[CH3:31])[C:10]([CH2:9][NH:8][C:6](=[O:7])[O:5][C:1]([CH3:4])([CH3:3])[CH3:2])=[C:19]2[O:20][CH2:21][CH2:22][CH2:23][CH3:24])=[S:42]. The catalyst class is: 11. (5) Reactant: [C:1]1([CH2:7][CH2:8][NH:9][C:10]2[S:11][CH:12]=[C:13]([CH2:15][CH2:16][CH3:17])[N:14]=2)[CH:6]=[CH:5][CH:4]=[CH:3][CH:2]=1.[H-].[Na+].Cl[CH2:21][C:22]1[CH:41]=[CH:40][C:25]([CH2:26][O:27][C:28]2[CH:33]=[CH:32][C:31]([CH2:34][CH2:35][C:36]([O:38][CH3:39])=[O:37])=[CH:30][CH:29]=2)=[CH:24][CH:23]=1.O. Product: [C:1]1([CH2:7][CH2:8][N:9]([CH2:21][C:22]2[CH:41]=[CH:40][C:25]([CH2:26][O:27][C:28]3[CH:33]=[CH:32][C:31]([CH2:34][CH2:35][C:36]([O:38][CH3:39])=[O:37])=[CH:30][CH:29]=3)=[CH:24][CH:23]=2)[C:10]2[S:11][CH:12]=[C:13]([CH2:15][CH2:16][CH3:17])[N:14]=2)[CH:6]=[CH:5][CH:4]=[CH:3][CH:2]=1. The catalyst class is: 9. (6) Reactant: [NH2:1][C:2]1[C:7]([O:8][CH2:9][CH:10]2[CH2:15][CH2:14][N:13](C(OC(C)(C)C)=O)[CH2:12][CH2:11]2)=[CH:6][C:5]([C:23]2[N:27]([CH3:28])[CH:26]=[N:25][CH:24]=2)=[CH:4][N:3]=1.Cl.O1CCOCC1. Product: [CH3:28][N:27]1[C:23]([C:5]2[CH:6]=[C:7]([O:8][CH2:9][CH:10]3[CH2:15][CH2:14][NH:13][CH2:12][CH2:11]3)[C:2]([NH2:1])=[N:3][CH:4]=2)=[CH:24][N:25]=[CH:26]1. The catalyst class is: 2.